This data is from Catalyst prediction with 721,799 reactions and 888 catalyst types from USPTO. The task is: Predict which catalyst facilitates the given reaction. (1) Reactant: [CH3:1][O:2][C:3]([CH:5]1[C:13]2[C:8](=[CH:9][CH:10]=[CH:11][CH:12]=2)[C:7]([C:19]#[N:20])(O[Si](C)(C)C)[CH2:6]1)=[O:4].O.C1(C)C=CC(S(O)(=O)=O)=CC=1.[H][H]. Product: [CH3:1][O:2][C:3]([CH:5]1[C:13]2[C:8](=[CH:9][CH:10]=[CH:11][CH:12]=2)[CH:7]([CH2:19][NH2:20])[CH2:6]1)=[O:4]. The catalyst class is: 105. (2) Reactant: [CH2:1]1[O:9][C:8]2[CH:7]=[CH:6][C:5]([OH:10])=[CH:4][C:3]=2[O:2]1.[CH2:11]([O:14][C:15]1[C:22]([O:23][CH3:24])=[CH:21][C:18]([CH:19]=O)=[CH:17][C:16]=1[Br:25])[CH:12]=[CH2:13].[C:26]([CH2:28][C:29]([O:31][CH2:32][CH3:33])=[O:30])#[N:27].N1CCCCC1. Product: [CH2:32]([O:31][C:29]([C:28]1[CH:19]([C:18]2[CH:21]=[C:22]([O:23][CH3:24])[C:15]([O:14][CH2:11][CH:12]=[CH2:13])=[C:16]([Br:25])[CH:17]=2)[C:6]2[CH:7]=[C:8]3[O:9][CH2:1][O:2][C:3]3=[CH:4][C:5]=2[O:10][C:26]=1[NH2:27])=[O:30])[CH3:33]. The catalyst class is: 40.